Dataset: Forward reaction prediction with 1.9M reactions from USPTO patents (1976-2016). Task: Predict the product of the given reaction. Given the reactants [Cl:1][C:2]1[CH:7]=[CH:6][CH:5]=[CH:4][C:3]=1[N:8]1[C:17](=[O:18])[C:16]2[C:11](=[CH:12][CH:13]=[C:14]([F:19])[CH:15]=2)[N:10]=[C:9]1[CH:20]=O.[F:22][C:23]1[CH:29]=[CH:28][CH:27]=[CH:26][C:24]=1[NH2:25].C(O)(=O)C.C([BH3-])#N.[Na+], predict the reaction product. The product is: [Cl:1][C:2]1[CH:7]=[CH:6][CH:5]=[CH:4][C:3]=1[N:8]1[C:17](=[O:18])[C:16]2[C:11](=[CH:12][CH:13]=[C:14]([F:19])[CH:15]=2)[N:10]=[C:9]1[CH2:20][NH:25][C:24]1[CH:26]=[CH:27][CH:28]=[CH:29][C:23]=1[F:22].